This data is from Catalyst prediction with 721,799 reactions and 888 catalyst types from USPTO. The task is: Predict which catalyst facilitates the given reaction. (1) Reactant: [NH:1]1[CH:5]=[CH:4][C:3]([C:6]2[CH:12]=[CH:11][C:9]([NH2:10])=[CH:8][CH:7]=2)=[N:2]1.C(N(CC)CC)C.[Cl-].ClC1N(C)CC[NH+]1C.[CH3:29][O:30][C:31]1[C:32](=[O:55])[C:33]([CH3:54])=[C:34]([CH2:40][C:41]2[CH:42]=[CH:43][C:44]([O:50][C:51](=[O:53])[CH3:52])=[C:45]([CH:49]=2)[C:46](O)=[O:47])[C:35](=[O:39])[C:36]=1[O:37][CH3:38]. Product: [CH3:29][O:30][C:31]1[C:32](=[O:55])[C:33]([CH3:54])=[C:34]([CH2:40][C:41]2[CH:42]=[CH:43][C:44]([O:50][C:51](=[O:53])[CH3:52])=[C:45]([CH:49]=2)[C:46]([NH:10][C:9]2[CH:11]=[CH:12][C:6]([C:3]3[CH:4]=[CH:5][NH:1][N:2]=3)=[CH:7][CH:8]=2)=[O:47])[C:35](=[O:39])[C:36]=1[O:37][CH3:38]. The catalyst class is: 2. (2) Reactant: [OH-:1].[K+].[NH2:3]O.Cl.[F:6][C:7]1[CH:8]=[CH:9][C:10]([N:13]([C:26]2[N:30]([CH3:31])[C:29]3[CH:32]=[CH:33][CH:34]=[CH:35][C:28]=3[N:27]=2)[CH2:14][CH2:15][CH2:16][CH2:17][CH2:18][CH2:19][CH2:20][C:21]([O:23]CC)=O)=[N:11][CH:12]=1. Product: [NH2:3][OH:1].[F:6][C:7]1[CH:8]=[CH:9][C:10]([N:13]([C:26]2[N:30]([CH3:31])[C:29]3[CH:32]=[CH:33][CH:34]=[CH:35][C:28]=3[N:27]=2)[CH2:14][CH2:15][CH2:16][CH2:17][CH2:18][CH2:19][CH2:20][C:21]([NH:3][OH:1])=[O:23])=[N:11][CH:12]=1. The catalyst class is: 5. (3) Reactant: Cl[C:2]1[N:7]=[C:6]([C:8]2[S:12][C:11]([CH:13]3[CH2:18][CH2:17][O:16][CH2:15][CH2:14]3)=[N:10][C:9]=2[C:19]2[C:20]([F:34])=[C:21]([NH:25][S:26]([C:29]3[CH:33]=[CH:32][O:31][CH:30]=3)(=[O:28])=[O:27])[CH:22]=[CH:23][CH:24]=2)[CH:5]=[CH:4][N:3]=1.[CH2:35]([NH2:39])[CH:36]([CH3:38])[CH3:37]. Product: [F:34][C:20]1[C:19]([C:9]2[N:10]=[C:11]([CH:13]3[CH2:18][CH2:17][O:16][CH2:15][CH2:14]3)[S:12][C:8]=2[C:6]2[CH:5]=[CH:4][N:3]=[C:2]([NH:39][CH2:35][CH:36]([CH3:38])[CH3:37])[N:7]=2)=[CH:24][CH:23]=[CH:22][C:21]=1[NH:25][S:26]([C:29]1[CH:33]=[CH:32][O:31][CH:30]=1)(=[O:28])=[O:27]. The catalyst class is: 12.